From a dataset of Forward reaction prediction with 1.9M reactions from USPTO patents (1976-2016). Predict the product of the given reaction. (1) Given the reactants [C:1]1(C)[CH:6]=[CH:5][CH:4]=[CH:3][CH:2]=1.[CH3:8][O:9][C:10](=[O:23])[C:11]1[CH:16]=[CH:15][C:14](Br)=[C:13]([O:18][C:19]([F:22])([F:21])[F:20])[CH:12]=1.C1(B(O)O)C=CC=CC=1.C(=O)([O-])[O-].[Cs+].[Cs+], predict the reaction product. The product is: [CH3:8][O:9][C:10]([C:11]1[CH:16]=[CH:15][C:14]([C:1]2[CH:6]=[CH:5][CH:4]=[CH:3][CH:2]=2)=[C:13]([O:18][C:19]([F:22])([F:21])[F:20])[CH:12]=1)=[O:23]. (2) Given the reactants C[O:2][C:3]([C:5]1[C:6]([C:14]2[CH:19]=[CH:18][CH:17]=[CH:16][C:15]=2[N+:20]([O-:22])=[O:21])=[CH:7][CH:8]=[C:9]([C:11](=[S:13])[NH2:12])[CH:10]=1)=[O:4].Br[CH2:24][C:25]([C:27]1[CH:31]=[CH:30][S:29][CH:28]=1)=O, predict the reaction product. The product is: [N+:20]([C:15]1[CH:16]=[CH:17][CH:18]=[CH:19][C:14]=1[C:6]1[C:5]([C:3]([OH:2])=[O:4])=[CH:10][C:9]([C:11]2[S:13][CH:24]=[C:25]([C:27]3[CH:31]=[CH:30][S:29][CH:28]=3)[N:12]=2)=[CH:8][CH:7]=1)([O-:22])=[O:21]. (3) Given the reactants [OH-].[K+].C([O:10][C:11]([N:13]1[CH2:18][CH2:17][C:16]([N:25]([CH3:27])[CH3:26])([C:19]2[CH:24]=[CH:23][CH:22]=[CH:21][CH:20]=2)[CH2:15][CH2:14]1)=[O:12])C1C=CC=CC=1.C(=O)([O-])O.[Na+].[CH3:33][C:34](OC(OC(O[C:34]([CH3:36])([CH3:35])[CH3:33])=O)=O)([CH3:36])[CH3:35], predict the reaction product. The product is: [C:34]([O:10][C:11]([N:13]1[CH2:14][CH2:15][C:16]([N:25]([CH3:26])[CH3:27])([C:19]2[CH:24]=[CH:23][CH:22]=[CH:21][CH:20]=2)[CH2:17][CH2:18]1)=[O:12])([CH3:36])([CH3:35])[CH3:33]. (4) Given the reactants [O:1]1[CH2:6][CH2:5][CH:4]([CH2:7][OH:8])[CH2:3][CH2:2]1.[N+](C1C=CC([O:18][C:19]([N:21]2[CH2:26][CH2:25][CH:24]([N:27]([CH:41]3[CH2:43][CH2:42]3)[C:28](=[O:40])[C:29]3[CH:34]=[CH:33][C:32]([C:35]4[O:39][CH:38]=[N:37][CH:36]=4)=[CH:31][CH:30]=3)[CH2:23][CH2:22]2)=O)=CC=1)([O-])=O, predict the reaction product. The product is: [O:1]1[CH2:6][CH2:5][CH:4]([CH2:7][O:8][C:19]([N:21]2[CH2:22][CH2:23][CH:24]([N:27]([CH:41]3[CH2:43][CH2:42]3)[C:28](=[O:40])[C:29]3[CH:30]=[CH:31][C:32]([C:35]4[O:39][CH:38]=[N:37][CH:36]=4)=[CH:33][CH:34]=3)[CH2:25][CH2:26]2)=[O:18])[CH2:3][CH2:2]1.